Dataset: Reaction yield outcomes from USPTO patents with 853,638 reactions. Task: Predict the reaction yield, written as a fraction of the theoretical maximum amount of product (1.0 means a 100% yield; for example, 0.34 means a 34% yield). (1) The reactants are [Cl:1][C:2]1[CH:7]=[C:6]([CH:8]=O)[CH:5]=[CH:4][C:3]=1[NH:10][C:11]([C:13]1[CH:17]=[C:16]([C:18]2[CH:23]=[CH:22][C:21]([O:24][CH:25]([CH3:27])[CH3:26])=[C:20]([Cl:28])[CH:19]=2)[O:15][N:14]=1)=[O:12].[NH2:29][CH:30]([CH3:35])[CH2:31][C:32]([OH:34])=[O:33].CC(O)=O.C([BH3-])#N.[Na+]. The catalyst is C(Cl)Cl.CO. The product is [Cl:1][C:2]1[CH:7]=[C:6]([CH:5]=[CH:4][C:3]=1[NH:10][C:11]([C:13]1[CH:17]=[C:16]([C:18]2[CH:23]=[CH:22][C:21]([O:24][CH:25]([CH3:26])[CH3:27])=[C:20]([Cl:28])[CH:19]=2)[O:15][N:14]=1)=[O:12])[CH2:8][NH:29][CH:30]([CH3:35])[CH2:31][C:32]([OH:34])=[O:33]. The yield is 0.364. (2) The reactants are [O:1]=[C:2]1[NH:10][C:5]2=[N:6][CH:7]=[CH:8][CH:9]=[C:4]2[N:3]1[CH:11]1[CH2:16][CH2:15][N:14]([C:17]([O:19][C@H:20]2[C:30]3[C:25](=[N:26][CH:27]=[CH:28][N:29]=3)[C@@H:24]([NH:31]C(OC(C)(C)C)=O)[C@H:23]([C:39]3[CH:44]=[CH:43][CH:42]=[C:41]([F:45])[C:40]=3[F:46])[CH2:22][CH2:21]2)=[O:18])[CH2:13][CH2:12]1.FC(F)(F)C(O)=O.CO. The catalyst is C(Cl)Cl. The product is [O:1]=[C:2]1[NH:10][C:5]2=[N:6][CH:7]=[CH:8][CH:9]=[C:4]2[N:3]1[CH:11]1[CH2:12][CH2:13][N:14]([C:17]([O:19][C@H:20]2[C:30]3[C:25](=[N:26][CH:27]=[CH:28][N:29]=3)[C@@H:24]([NH2:31])[C@H:23]([C:39]3[CH:44]=[CH:43][CH:42]=[C:41]([F:45])[C:40]=3[F:46])[CH2:22][CH2:21]2)=[O:18])[CH2:15][CH2:16]1. The yield is 0.690.